From a dataset of Full USPTO retrosynthesis dataset with 1.9M reactions from patents (1976-2016). Predict the reactants needed to synthesize the given product. (1) Given the product [CH2:1]([O:8][C:9]1[CH:10]=[C:11]([C:15]2[N:16]=[C:17]([N:29]3[CH2:34][CH2:33][O:32][CH2:31][CH2:30]3)[C:18]3[NH:23][CH:22]=[CH:21][C:19]=3[N:20]=2)[CH:12]=[CH:13][CH:14]=1)[C:2]1[CH:3]=[CH:4][CH:5]=[CH:6][CH:7]=1, predict the reactants needed to synthesize it. The reactants are: [CH2:1]([O:8][C:9]1[CH:10]=[C:11]([C:15]2[N:20]=[C:19](/[CH:21]=[CH:22]/[N:23](C)C)[C:18]([N+]([O-])=O)=[C:17]([N:29]3[CH2:34][CH2:33][O:32][CH2:31][CH2:30]3)[N:16]=2)[CH:12]=[CH:13][CH:14]=1)[C:2]1[CH:7]=[CH:6][CH:5]=[CH:4][CH:3]=1. (2) Given the product [CH3:17][O:16][C:14]([C:13]1[CH:3]=[CH:2][O:12][C:11]=1[CH2:10][C:8]([O:7][CH3:6])=[O:9])=[O:15], predict the reactants needed to synthesize it. The reactants are: Cl[CH2:2][CH:3]=O.O.[CH3:6][O:7][C:8]([CH2:10][C:11]([CH2:13][C:14]([O:16][CH3:17])=[O:15])=[O:12])=[O:9].N1C=CC=CC=1. (3) Given the product [CH2:28]([N:9]1[C:10]([C:16]([OH:18])=[O:17])=[C:11]([C:12]([F:14])([F:15])[F:13])[C:7]([C:2]([F:1])([F:20])[C:3]([F:5])([F:6])[F:4])=[N:8]1)[CH3:29], predict the reactants needed to synthesize it. The reactants are: [F:1][C:2]([F:20])([C:7]1[C:11]([C:12]([F:15])([F:14])[F:13])=[C:10]([C:16]([O:18]C)=[O:17])[NH:9][N:8]=1)[C:3]([F:6])([F:5])[F:4].C(=O)([O-])[O-].[K+].[K+].I[CH2:28][CH3:29].[OH-].[Na+].Cl. (4) Given the product [F:24][C:25]1[C:33]([O:34][C:2]2[C:11]3[C:6](=[CH:7][C:8]([O:14][CH2:15][CH2:16][CH:17]4[CH2:22][CH2:21][N:20]([CH3:23])[CH2:19][CH2:18]4)=[C:9]([O:12][CH3:13])[CH:10]=3)[N:5]=[CH:4][N:3]=2)=[CH:32][CH:31]=[C:30]2[C:26]=1[CH:27]=[CH:28][NH:29]2, predict the reactants needed to synthesize it. The reactants are: Cl[C:2]1[C:11]2[C:6](=[CH:7][C:8]([O:14][CH2:15][CH2:16][CH:17]3[CH2:22][CH2:21][N:20]([CH3:23])[CH2:19][CH2:18]3)=[C:9]([O:12][CH3:13])[CH:10]=2)[N:5]=[CH:4][N:3]=1.[F:24][C:25]1[C:33]([OH:34])=[CH:32][CH:31]=[C:30]2[C:26]=1[CH:27]=[CH:28][NH:29]2.C(=O)([O-])[O-].[K+].[K+].